From a dataset of NCI-60 drug combinations with 297,098 pairs across 59 cell lines. Regression. Given two drug SMILES strings and cell line genomic features, predict the synergy score measuring deviation from expected non-interaction effect. (1) Cell line: SNB-19. Drug 1: C1CCC(C1)C(CC#N)N2C=C(C=N2)C3=C4C=CNC4=NC=N3. Drug 2: C1CNP(=O)(OC1)N(CCCl)CCCl. Synergy scores: CSS=0.0465, Synergy_ZIP=2.15, Synergy_Bliss=-0.182, Synergy_Loewe=-2.63, Synergy_HSA=-3.24. (2) Drug 1: C1CCN(CC1)CCOC2=CC=C(C=C2)C(=O)C3=C(SC4=C3C=CC(=C4)O)C5=CC=C(C=C5)O. Drug 2: CC1C(C(=O)NC(C(=O)N2CCCC2C(=O)N(CC(=O)N(C(C(=O)O1)C(C)C)C)C)C(C)C)NC(=O)C3=C4C(=C(C=C3)C)OC5=C(C(=O)C(=C(C5=N4)C(=O)NC6C(OC(=O)C(N(C(=O)CN(C(=O)C7CCCN7C(=O)C(NC6=O)C(C)C)C)C)C(C)C)C)N)C. Cell line: EKVX. Synergy scores: CSS=17.5, Synergy_ZIP=-7.54, Synergy_Bliss=-0.995, Synergy_Loewe=-28.4, Synergy_HSA=-1.25.